Dataset: Forward reaction prediction with 1.9M reactions from USPTO patents (1976-2016). Task: Predict the product of the given reaction. (1) Given the reactants F[C:2]1[CH:7]=[CH:6][C:5]([N+:8]([O-:10])=[O:9])=[CH:4][CH:3]=1.[F:11][C:12]([F:24])([F:23])[CH:13]([O:16][CH:17]1[CH2:22][CH2:21][CH2:20][CH2:19][O:18]1)[CH2:14][OH:15], predict the reaction product. The product is: [F:24][C:12]([F:11])([F:23])[CH:13]([CH2:14][O:15][C:2]1[CH:7]=[CH:6][C:5]([N+:8]([O-:10])=[O:9])=[CH:4][CH:3]=1)[O:16][CH:17]1[CH2:22][CH2:21][CH2:20][CH2:19][O:18]1. (2) Given the reactants C[Si]([N-][Si](C)(C)C)(C)C.[Na+].[CH3:11][N:12]1[CH2:17][CH2:16][N:15]([CH2:18][C:19]2[CH:28]=[CH:27][C:22]([C:23]([O:25]C)=O)=[CH:21][CH:20]=2)[CH2:14][CH2:13]1.[NH2:29][C:30]1[N:34](C(OC(C)(C)C)=O)[N:33]=[C:32]([CH2:42][CH2:43][C:44]2[CH:49]=[C:48]([O:50][CH3:51])[CH:47]=[C:46]([O:52][CH3:53])[CH:45]=2)[CH:31]=1.[NH4+].[Cl-], predict the reaction product. The product is: [CH3:51][O:50][C:48]1[CH:49]=[C:44]([CH2:43][CH2:42][C:32]2[NH:33][N:34]=[C:30]([NH:29][C:23](=[O:25])[C:22]3[CH:21]=[CH:20][C:19]([CH2:18][N:15]4[CH2:14][CH2:13][N:12]([CH3:11])[CH2:17][CH2:16]4)=[CH:28][CH:27]=3)[CH:31]=2)[CH:45]=[C:46]([O:52][CH3:53])[CH:47]=1.